Dataset: Reaction yield outcomes from USPTO patents with 853,638 reactions. Task: Predict the reaction yield, written as a fraction of the theoretical maximum amount of product (1.0 means a 100% yield; for example, 0.34 means a 34% yield). (1) The reactants are FC(F)(F)C(O)=O.C(OC([N:15]1[CH2:20][CH2:19][CH:18]([N:21]2[CH:25]=[C:24]([C:26]3[C:27]([O:41][CH2:42][CH2:43][CH3:44])=[C:28]4[C:33](=[CH:34][CH:35]=3)[N:32]([C:36]([O:38][CH3:39])=[O:37])[C@@H:31]([CH3:40])[CH2:30][CH2:29]4)[CH:23]=[N:22]2)[CH2:17][CH2:16]1)=O)(C)(C)C. The catalyst is ClCCl. The product is [CH3:40][C@H:31]1[CH2:30][CH2:29][C:28]2[C:33](=[CH:34][CH:35]=[C:26]([C:24]3[CH:23]=[N:22][N:21]([CH:18]4[CH2:19][CH2:20][NH:15][CH2:16][CH2:17]4)[CH:25]=3)[C:27]=2[O:41][CH2:42][CH2:43][CH3:44])[N:32]1[C:36]([O:38][CH3:39])=[O:37]. The yield is 0.970. (2) The yield is 0.0700. The catalyst is CO.ClCCl. The product is [O:36]1[C:15]2[CH:14]=[CH:13][CH:18]=[CH:17][C:16]=2[CH:19]=[C:35]1[CH:26]1[CH2:25][CH2:24][CH2:23][O:22][CH:21]1[N:12]1[C:13]2[C:18](=[CH:17][C:16]([C:19]3[NH:27][N:28]=[C:29]([CH2:30][N:31]([CH3:33])[CH3:32])[N:20]=3)=[CH:15][CH:14]=2)[CH:10]=[N:11]1. The reactants are O1C2C=CC=CC=2C=C1[C:10]1[C:18]2[C:13](=[CH:14][CH:15]=[C:16]([C:19]#[N:20])[CH:17]=2)[N:12]([CH:21]2[CH2:26][CH2:25][CH2:24][CH2:23][O:22]2)[N:11]=1.[NH2:27][NH:28][C:29](=O)[CH2:30][N:31]([CH3:33])[CH3:32].[CH3:35][O-:36].[Na+]. (3) The reactants are [N+:1]([C:4]1[CH:12]=[CH:11][C:7]2[N:8]=[CH:9][NH:10][C:6]=2[CH:5]=1)([O-:3])=[O:2].[CH3:13][CH2:14][Mg+].[Br-].ClC1C(=O)C(Cl)=C(Cl)C(=O)C=1Cl.CCOC(C)=O. The catalyst is C1COCC1. The product is [CH2:13]([C:5]1[C:6]2[NH:10][CH:9]=[N:8][C:7]=2[CH:11]=[CH:12][C:4]=1[N+:1]([O-:3])=[O:2])[CH3:14]. The yield is 0.520. (4) The yield is 0.860. The product is [F:24][C:2]([F:1])([O:10][C:11]1[CH:16]=[C:15]([F:17])[C:14]([NH2:18])=[CH:13][C:12]=1[NH2:21])[C:3]([N:5]([CH2:6][CH3:7])[CH2:8][CH3:9])=[O:4]. The reactants are [F:1][C:2]([F:24])([O:10][C:11]1[CH:16]=[C:15]([F:17])[C:14]([N+:18]([O-])=O)=[CH:13][C:12]=1[N+:21]([O-])=O)[C:3]([N:5]([CH2:8][CH3:9])[CH2:6][CH3:7])=[O:4]. The catalyst is CO.[Pd].